From a dataset of Reaction yield outcomes from USPTO patents with 853,638 reactions. Predict the reaction yield, written as a fraction of the theoretical maximum amount of product (1.0 means a 100% yield; for example, 0.34 means a 34% yield). (1) The reactants are [CH3:1][C:2]1[N:7]=[C:6]([CH2:8]O)[CH:5]=[CH:4][CH:3]=1.C1(P(C2C=CC=CC=2)C2C=CC=CC=2)C=CC=CC=1.C(Br)(Br)(Br)[Br:30]. The catalyst is C(Cl)Cl. The product is [Br:30][CH2:8][C:6]1[CH:5]=[CH:4][CH:3]=[C:2]([CH3:1])[N:7]=1. The yield is 0.520. (2) The reactants are [Cl:1][C:2]1[N:3]=[CH:4][C:5]([C:8](Cl)=[O:9])=[N:6][CH:7]=1.Cl.[CH3:12][NH:13][CH3:14].C(N(CC)CC)C. The catalyst is ClCCl. The product is [Cl:1][C:2]1[N:3]=[CH:4][C:5]([C:8]([N:13]([CH3:14])[CH3:12])=[O:9])=[N:6][CH:7]=1. The yield is 0.850. (3) The reactants are [Cl:1][C:2]1[CH:7]=[CH:6][C:5]([C:8]([C:10]2[CH:11]=[C:12]3[C:17](=[CH:18][CH:19]=2)[N:16]=[CH:15][CH:14]=[C:13]3O)=[O:9])=[CH:4][CH:3]=1.P(Cl)(Cl)([Cl:23])=O. No catalyst specified. The product is [Cl:1][C:2]1[CH:7]=[CH:6][C:5]([C:8]([C:10]2[CH:11]=[C:12]3[C:17](=[CH:18][CH:19]=2)[N:16]=[CH:15][CH:14]=[C:13]3[Cl:23])=[O:9])=[CH:4][CH:3]=1. The yield is 0.910. (4) The reactants are [C:1]([C:5]1[CH:16]=[C:15]([O:17][CH3:18])[CH:14]=[CH:13][C:6]=1[O:7][CH2:8][C:9](OC)=[O:10])([CH3:4])([CH3:3])[CH3:2].[NH2:19][NH2:20]. The catalyst is CCO. The product is [C:1]([C:5]1[CH:16]=[C:15]([O:17][CH3:18])[CH:14]=[CH:13][C:6]=1[O:7][CH2:8][C:9]([NH:19][NH2:20])=[O:10])([CH3:4])([CH3:3])[CH3:2]. The yield is 0.890. (5) The reactants are [CH3:1][O:2][C@H:3]([C@@H:6]([C@H:9]([C@H:12]([CH3:14])[OH:13])[O:10][CH3:11])[O:7][CH3:8])[CH:4]=[O:5].O[N:16]1[C:20](=[O:21])[CH2:19][CH2:18][C:17]1=[O:22]. The catalyst is C1C=CC=CC=1.C1(C)C=CC(S(O)(=O)=O)=CC=1. The product is [CH3:1][O:2][C@@H:3]1[C@H:6]([O:7][CH3:8])[C@@H:9]([O:10][CH3:11])[C@H:12]([CH3:14])[O:13][C@H:4]1[O:5][N:16]1[C:20](=[O:21])[CH2:19][CH2:18][C:17]1=[O:22]. The yield is 0.520. (6) The reactants are [C:1]([N:4]1[C:12]2[C:7](=[CH:8][CH:9]=[C:10]([NH2:13])[CH:11]=2)[CH2:6][CH2:5]1)(=[O:3])[CH3:2].CS([C:17]1[N:22]=[CH:21][C:20]2=[CH:23][CH:24]=[C:25]([C:26]3[CH:27]=[C:28]([S:32]([N:35]4[CH2:39][CH2:38][C@H:37]([OH:40])[CH2:36]4)(=[O:34])=[O:33])[CH:29]=[CH:30][CH:31]=3)[N:19]2[N:18]=1)=O. The catalyst is CS(C)=O. The product is [OH:40][C@H:37]1[CH2:38][CH2:39][N:35]([S:32]([C:28]2[CH:27]=[C:26]([C:25]3[N:19]4[C:20]([CH:21]=[N:22][C:17]([NH:13][C:10]5[CH:11]=[C:12]6[C:7]([CH2:6][CH2:5][N:4]6[C:1](=[O:3])[CH3:2])=[CH:8][CH:9]=5)=[N:18]4)=[CH:23][CH:24]=3)[CH:31]=[CH:30][CH:29]=2)(=[O:34])=[O:33])[CH2:36]1. The yield is 0.170. (7) The reactants are C[O:2][C:3]1[CH:4]=[C:5]([C:21]#[N:22])[C:6]2[C:11]([CH:12]=1)=[CH:10][CH:9]=[C:8]([C:13]1[CH:18]=[CH:17][CH:16]=[C:15]([O:19]C)[CH:14]=1)[CH:7]=2.Cl.[NH+]1C=CC=CC=1.Cl. No catalyst specified. The product is [OH:2][C:3]1[CH:4]=[C:5]([C:21]#[N:22])[C:6]2[C:11]([CH:12]=1)=[CH:10][CH:9]=[C:8]([C:13]1[CH:18]=[CH:17][CH:16]=[C:15]([OH:19])[CH:14]=1)[CH:7]=2. The yield is 0.640. (8) The reactants are [CH3:1][N:2]1[CH2:6][CH2:5][CH2:4][CH:3]1[CH2:7][CH2:8][NH2:9].S=[C:11]1[CH2:15][S:14][C:13](=[O:16])[NH:12]1.[CH:17]([C:19]1[CH:37]=[CH:36][C:22]([O:23][C:24]2[CH:31]=[CH:30][C:27]([C:28]#[N:29])=[CH:26][C:25]=2[C:32]([F:35])([F:34])[F:33])=[C:21]([O:38][CH3:39])[CH:20]=1)=O.CC(C)([O-])C.[K+].[Cl-].[NH4+]. The catalyst is C(O)C. The product is [CH3:39][O:38][C:21]1[CH:20]=[C:19](/[CH:17]=[C:15]2/[C:11]([NH:9][CH2:8][CH2:7][CH:3]3[CH2:4][CH2:5][CH2:6][N:2]3[CH3:1])=[N:12][C:13](=[O:16])[S:14]/2)[CH:37]=[CH:36][C:22]=1[O:23][C:24]1[CH:31]=[CH:30][C:27]([C:28]#[N:29])=[CH:26][C:25]=1[C:32]([F:33])([F:35])[F:34]. The yield is 0.240. (9) The yield is 0.120. No catalyst specified. The reactants are Br[CH2:2][CH2:3][CH2:4][O:5][C:6]1[C:11]([Cl:12])=[CH:10][C:9]([O:13][CH2:14][CH:15]=[C:16]([Cl:18])[Cl:17])=[CH:8][C:7]=1[Cl:19].[NH2:20][C:21]1[CH:26]=[CH:25][C:24]([C:27]([F:30])([F:29])[F:28])=[CH:23][N:22]=1. The product is [Cl:19][C:7]1[CH:8]=[C:9]([O:13][CH2:14][CH:15]=[C:16]([Cl:18])[Cl:17])[CH:10]=[C:11]([Cl:12])[C:6]=1[O:5][CH2:4][CH2:3][CH2:2][NH:20][C:21]1[CH:26]=[CH:25][C:24]([C:27]([F:29])([F:28])[F:30])=[CH:23][N:22]=1.